From a dataset of Full USPTO retrosynthesis dataset with 1.9M reactions from patents (1976-2016). Predict the reactants needed to synthesize the given product. (1) Given the product [C:17]([NH:16][C:3]1[C:4]([O:8][CH2:9][C:10]2[CH:15]=[CH:14][CH:13]=[CH:12][CH:11]=2)=[CH:5][CH:6]=[CH:7][C:2]=1[NH:1][CH2:21][C:22]([O:24][CH2:25][CH3:26])=[O:23])(=[O:19])[CH3:18], predict the reactants needed to synthesize it. The reactants are: [NH2:1][C:2]1[CH:7]=[CH:6][CH:5]=[C:4]([O:8][CH2:9][C:10]2[CH:15]=[CH:14][CH:13]=[CH:12][CH:11]=2)[C:3]=1[NH:16][C:17](=[O:19])[CH3:18].Br[CH2:21][C:22]([O:24][CH2:25][CH3:26])=[O:23].[I-].[Na+].C([O-])([O-])=O.[K+].[K+]. (2) Given the product [Cl:63][C:58]1[CH:57]=[C:56]([CH:54]2[CH:53]([C:64]([N:40]3[CH2:39][CH2:38][N:37]([C:35]4[C:36]5[C@H:28]([CH3:27])[CH2:29][C@@H:30]([OH:43])[C:31]=5[N:32]=[CH:33][N:34]=4)[CH2:42][CH2:41]3)=[O:65])[CH2:52][N:51]([C:49]([O:48][C:44]([CH3:47])([CH3:46])[CH3:45])=[O:50])[CH2:55]2)[CH:61]=[CH:60][C:59]=1[Cl:62], predict the reactants needed to synthesize it. The reactants are: CN(C(ON1N=NC2C=CC=CC1=2)=[N+](C)C)C.F[P-](F)(F)(F)(F)F.Cl.Cl.[CH3:27][C@H:28]1[C:36]2[C:35]([N:37]3[CH2:42][CH2:41][NH:40][CH2:39][CH2:38]3)=[N:34][CH:33]=[N:32][C:31]=2[C@H:30]([OH:43])[CH2:29]1.[C:44]([O:48][C:49]([N:51]1[CH2:55][CH:54]([C:56]2[CH:61]=[CH:60][C:59]([Cl:62])=[C:58]([Cl:63])[CH:57]=2)[CH:53]([C:64](O)=[O:65])[CH2:52]1)=[O:50])([CH3:47])([CH3:46])[CH3:45]. (3) Given the product [CH2:1]([C:4]1[CH:10]=[CH:9][C:7]([N:8]2[CH:18]=[C:17]([C:16]3[CH:21]=[CH:22][C:13]([C:11]#[N:12])=[CH:14][CH:15]=3)[N:25]=[CH:23]2)=[CH:6][CH:5]=1)[CH2:2][CH3:3], predict the reactants needed to synthesize it. The reactants are: [CH2:1]([C:4]1[CH:10]=[CH:9][C:7]([NH2:8])=[CH:6][CH:5]=1)[CH2:2][CH3:3].[C:11]([C:13]1[CH:22]=[CH:21][C:16]([C:17](=O)[CH2:18]Br)=[CH:15][CH:14]=1)#[N:12].[CH:23]([NH2:25])=O.